Task: Regression. Given two drug SMILES strings and cell line genomic features, predict the synergy score measuring deviation from expected non-interaction effect.. Dataset: NCI-60 drug combinations with 297,098 pairs across 59 cell lines Drug 1: CC1=C2C(C(=O)C3(C(CC4C(C3C(C(C2(C)C)(CC1OC(=O)C(C(C5=CC=CC=C5)NC(=O)OC(C)(C)C)O)O)OC(=O)C6=CC=CC=C6)(CO4)OC(=O)C)OC)C)OC. Drug 2: C1C(C(OC1N2C=NC(=NC2=O)N)CO)O. Cell line: HCT-15. Synergy scores: CSS=72.5, Synergy_ZIP=21.9, Synergy_Bliss=20.5, Synergy_Loewe=19.2, Synergy_HSA=24.1.